From a dataset of Experimentally validated miRNA-target interactions with 360,000+ pairs, plus equal number of negative samples. Binary Classification. Given a miRNA mature sequence and a target amino acid sequence, predict their likelihood of interaction. (1) The miRNA is gga-miR-21-5p with sequence UAGCUUAUCAGACUGAUGUUGA. The protein sequence of the target gene is MSTEGGPPPPPPRPPPAPLRRACSPAPGALQAALMSPPPAATLESTSSSSSSSSASCASSSSNSVSASAGACKSAASSGGAGAGSGGTKKATSGLRRPEKPPYSYIALIVMAIQSSPSKRLTLSEIYQFLQARFPFFRGAYQGWKNSVRHNLSLNECFIKLPKGLGRPGKGHYWTIDPASEFMFEEGSFRRRPRGFRRKCQALKPMYHRVVSGLGFGASLLPQGFDFQAPPSAPLGCHGQGGYGGLDMMPAGYDTGAGAPGHAHPHHLHHHHVPHMSPNPGSTYMASCPVPAGPAGVGAA.... Result: 0 (no interaction). (2) The miRNA is hsa-miR-6837-5p with sequence ACCAGGGCCAGCAGGGAAUGU. The protein sequence of the target gene is MAGLKRRASQVWPEEHGEQEHGLYSLHRMFDIVGTHLTHRDVRVLSFLFVDVIDDHERGLIRNGRDFLLALERQGRCDESNFRQVLQLLRIITRHDLLPYVTLKRRRAVCPDLVDKYLEETSIRYVTPRALSDPEPRPPQPSKTVPPHYPVVCCPTSGPQMCSKRPARGRATLGSQRKRRKSVTPDPKEKQTCDIRLRVRAEYCQHETALQGNVFSNKQDPLERQFERFNQANTILKSRDLGSIICDIKFSELTYLDAFWRDYINGSLLEALKGVFITDSLKQAVGHEAIKLLVNVDEED.... Result: 0 (no interaction). (3) The protein sequence of the target gene is MFINIKSILWMCSTLIVTHALHKVKVGKSPPVRGSLSGKVSLPCHFSTMPTLPPSYNTSEFLRIKWSKIEVDKNGKDLKETTVLVAQNGNIKIGQDYKGRVSVPTHPEAVGDASLTVVKLLASDAGLYRCDVMYGIEDTQDTVSLTVDGVVFHYRAATSRYTLNFEAAQKACLDVGAVIATPEQLFAAYEDGFEQCDAGWLADQTVRYPIRAPRVGCYGDKMGKAGVRTYGFRSPQETYDVYCYVDHLDGDVFHLTVPSKFTFEEAAKECENQDARLATVGELQAAWRNGFDQCDYGWLS.... Result: 1 (interaction). The miRNA is hsa-miR-507 with sequence UUUUGCACCUUUUGGAGUGAA. (4) The miRNA is hsa-miR-3972 with sequence CUGCCAGCCCCGUUCCAGGGCA. The protein sequence of the target gene is MSNITIDPDVKPGEYVIKSLFAEFAVQAEKKIEVVMAEPLEKLLSRSLQRGEDLQFDQLISSMSSVAEHCLPSLLRTLFDWYRRQNGTEDESYEYRPRSSTKSKGDEQQRERDYLLERRDLAVDFIFCLVLVEVLKQIPVHPVPDPLVHEVLNLAFKHFKHKEGYSGTNTGNVHIIADLYAEVIGVLAQSKFQAVRKKFVTELKELRQKEQSPHVVQSVISLIMGMKFFRVKMYPVEDFEASFQFMQECAQYFLEVKDKDIKHALAGLFVEILIPVAAAVKNEVNVPCLKNFVEMLYQTT.... Result: 0 (no interaction). (5) Result: 0 (no interaction). The miRNA is hsa-miR-3189-5p with sequence UGCCCCAUCUGUGCCCUGGGUAGGA. The protein sequence of the target gene is MSAPKLLSLGCIFFPLLLFQQARAQFPRQCATVEALRSGMCCPDLSPVSGPGTDRCGSSSGRGRCEAVTADSRPHSPQYPHDGRDDREVWPLRFFNRTCHCNGNFSGHNCGTCRPGWRGAACDQRVLIVRRNLLDLSKEEKNHFVRALDMAKRTTHPLFVIATRRSEEILGPDGNTPQFENISIYNYFVWTHYYSVKKTFLGVGQESFGEVDFSHEGPAFLTWHRYHLLRLEKDMQEMLQEPSFSLPYWNFATGKNVCDICTDDLMGSRSNFDSTLISPNSVFSQWRVVCDSLEDYDTLG.... (6) The miRNA is hsa-miR-4635 with sequence UCUUGAAGUCAGAACCCGCAA. The protein sequence of the target gene is MSAAPGLLHQELSCPLCLQLFDAPVTAECGHSFCRACLGRVAGEPAADGTVLCPCCQAPTRPQALSTNLQLARLVEGLAQVPQGHCEEHLDPLSIYCEQDRALVCGVCASLGSHRGHRLLPAAEAHARLKTQLPQQKLQLQEACMRKEKSVAVLEHQLVEVEETVRQFRGAVGEQLGKMRVFLAALEGSLDREAERVRGEAGVALRRELGSLNSYLEQLRQMEKVLEEVADKPQTEFLMKYCLVTSRLQKILAESPPPARLDIQLPIISDDFKFQVWRKMFRALMPALEELTFDPSSAHP.... Result: 1 (interaction). (7) The miRNA is hsa-miR-3135b with sequence GGCUGGAGCGAGUGCAGUGGUG. The protein sequence of the target gene is MTDLLRSVVTVIDVFYKYTKQDGECGTLSKGELKELLEKELHPVLKNPDDPDTVDVIMHMLDRDHDRRLDFTEFLLMIFKLTMACNKVLSKEYCKASGSKKHRRGHRHQEEESETEEDEEDTPGHKSGYRHSSWSEGEEHGYSSGHSRGTVKCRHGSNSRRLGRQGNLSSSGNQEGSQKRYHRSSCGHSWSGGKDRHGSSSVELRERINKSHISPSRESGEEYESGSGSNSWERKGHGGLSCGLETSGHESNSTQSRIREQKLGSSCSGSGDSGRRSHACGYSNSSGCGRPQNASSSCQS.... Result: 1 (interaction).